From a dataset of Forward reaction prediction with 1.9M reactions from USPTO patents (1976-2016). Predict the product of the given reaction. (1) Given the reactants C(OC(=O)[NH:7][C:8]1[CH:13]=[CH:12][C:11]([C:14]2[CH:19]=[CH:18][CH:17]=[CH:16][CH:15]=2)=[CH:10][C:9]=1[NH:20][C:21](=[O:30])[CH2:22][C:23](=O)[C:24]1[CH:28]=[CH:27][S:26][CH:25]=1)(C)(C)C.C(O)(C(F)(F)F)=O, predict the reaction product. The product is: [C:14]1([C:11]2[CH:12]=[CH:13][C:8]3[N:7]=[C:23]([C:24]4[CH:28]=[CH:27][S:26][CH:25]=4)[CH2:22][C:21](=[O:30])[NH:20][C:9]=3[CH:10]=2)[CH:19]=[CH:18][CH:17]=[CH:16][CH:15]=1. (2) Given the reactants Br[C:2]1[N:7]2[N:8]=[C:9]([NH2:11])[N:10]=[C:6]2[CH:5]=[CH:4][CH:3]=1.C([Li])CCC.CON(C)[C:20](=[O:29])[C:21]1[CH:26]=[CH:25][N:24]=[C:23]([O:27][CH3:28])[CH:22]=1, predict the reaction product. The product is: [NH2:11][C:9]1[N:10]=[C:6]2[CH:5]=[CH:4][CH:3]=[C:2]([C:20]([C:21]3[CH:26]=[CH:25][N:24]=[C:23]([O:27][CH3:28])[CH:22]=3)=[O:29])[N:7]2[N:8]=1.